This data is from Forward reaction prediction with 1.9M reactions from USPTO patents (1976-2016). The task is: Predict the product of the given reaction. (1) Given the reactants [CH2:1]([O:3][C:4]([C:6]1[CH:7]=[N:8][N:9]([CH2:11][C:12]2([OH:25])[CH2:17][CH2:16][N:15](C(OC(C)(C)C)=O)[CH2:14][CH2:13]2)[CH:10]=1)=[O:5])[CH3:2].Cl.O1CCOCC1, predict the reaction product. The product is: [OH:25][C:12]1([CH2:11][N:9]2[CH:10]=[C:6]([C:4]([O:3][CH2:1][CH3:2])=[O:5])[CH:7]=[N:8]2)[CH2:17][CH2:16][NH:15][CH2:14][CH2:13]1. (2) Given the reactants [CH3:1][C:2]1([CH3:15])[C:10]2[C:5](=[CH:6][C:7]([N+:11]([O-:13])=[O:12])=[CH:8][CH:9]=2)[NH:4][C:3]1=O, predict the reaction product. The product is: [CH3:1][C:2]1([CH3:15])[C:10]2[C:5](=[CH:6][C:7]([N+:11]([O-:13])=[O:12])=[CH:8][CH:9]=2)[NH:4][CH2:3]1.